From a dataset of Peptide-MHC class I binding affinity with 185,985 pairs from IEDB/IMGT. Regression. Given a peptide amino acid sequence and an MHC pseudo amino acid sequence, predict their binding affinity value. This is MHC class I binding data. (1) The peptide sequence is NIRLTDTEYR. The MHC is HLA-A33:01 with pseudo-sequence HLA-A33:01. The binding affinity (normalized) is 0.533. (2) The MHC is HLA-B27:05 with pseudo-sequence HLA-B27:05. The binding affinity (normalized) is 0.0847. The peptide sequence is SPRYIFTML. (3) The peptide sequence is NLIDWFNQT. The MHC is HLA-A02:01 with pseudo-sequence HLA-A02:01. The binding affinity (normalized) is 0.469. (4) The peptide sequence is WPNASLTPKW. The MHC is Mamu-B17 with pseudo-sequence Mamu-B17. The binding affinity (normalized) is 0.0866. (5) The peptide sequence is EWAENCYNL. The MHC is HLA-A69:01 with pseudo-sequence HLA-A69:01. The binding affinity (normalized) is 0.0847. (6) The MHC is HLA-A32:01 with pseudo-sequence HLA-A32:01. The binding affinity (normalized) is 0.130. The peptide sequence is EQKLRPNSF. (7) The peptide sequence is QVKRREGMF. The MHC is HLA-A69:01 with pseudo-sequence HLA-A69:01. The binding affinity (normalized) is 0.0847. (8) The peptide sequence is AAMVLLLRK. The MHC is BoLA-T2a with pseudo-sequence BoLA-T2a. The binding affinity (normalized) is 0.429. (9) The peptide sequence is DTGCRIDGY. The MHC is HLA-A26:01 with pseudo-sequence HLA-A26:01. The binding affinity (normalized) is 0.381.